Dataset: Catalyst prediction with 721,799 reactions and 888 catalyst types from USPTO. Task: Predict which catalyst facilitates the given reaction. (1) Reactant: Cl[C:2]1[C:7]([N+:8]([O-:10])=[O:9])=[CH:6][CH:5]=[C:4]([Cl:11])[N:3]=1.[CH2:12]([NH2:15])[CH:13]=[CH2:14]. Product: [Cl:11][C:4]1[N:3]=[C:2]([NH:15][CH2:12][CH:13]=[CH2:14])[C:7]([N+:8]([O-:10])=[O:9])=[CH:6][CH:5]=1. The catalyst class is: 2. (2) Reactant: CN([CH:4]=[O:5])C.P(Cl)(Cl)(Cl)=O.[CH3:11][C:12]1[CH:17]=[C:16]([CH3:18])[CH:15]=[CH:14][C:13]=1[C:19]1[CH:24]=[CH:23][N:22]=[C:21]2[NH:25][CH:26]=[CH:27][C:20]=12.[OH-].[Na+]. Product: [CH3:11][C:12]1[CH:17]=[C:16]([CH3:18])[CH:15]=[CH:14][C:13]=1[C:19]1[CH:24]=[CH:23][N:22]=[C:21]2[NH:25][CH:26]=[C:27]([CH:4]=[O:5])[C:20]=12. The catalyst class is: 6. (3) Reactant: [OH:1][C:2]1[C:9]([CH3:10])=[CH:8][CH:7]=[CH:6][C:3]=1[CH:4]=[O:5].[CH2:11]1COC[CH2:12]1.C([Mg]Cl)=C.[Cl-].[NH4+]. Product: [OH:5][CH:4]([C:3]1[CH:6]=[CH:7][CH:8]=[C:9]([CH3:10])[C:2]=1[OH:1])[CH:11]=[CH2:12]. The catalyst class is: 6. (4) Reactant: [C:1]([C:4]1[CH:11]=[CH:10][C:7]([C:8]#[N:9])=[CH:6][CH:5]=1)(=[O:3])[CH3:2].[OH-].[Na+].O.[CH:15](=O)[C:16]1[CH:21]=[CH:20][CH:19]=[CH:18][CH:17]=1. Product: [C:8]([C:7]1[CH:10]=[CH:11][C:4]([C:1](=[O:3])[CH:2]=[CH:15][C:16]2[CH:21]=[CH:20][CH:19]=[CH:18][CH:17]=2)=[CH:5][CH:6]=1)#[N:9]. The catalyst class is: 8.